This data is from Full USPTO retrosynthesis dataset with 1.9M reactions from patents (1976-2016). The task is: Predict the reactants needed to synthesize the given product. (1) Given the product [Cl:1][C:2]1[CH:10]=[CH:9][C:5]([C:6]([Cl:17])=[O:7])=[C:4]([N+:11]([O-:13])=[O:12])[CH:3]=1, predict the reactants needed to synthesize it. The reactants are: [Cl:1][C:2]1[CH:10]=[CH:9][C:5]([C:6](O)=[O:7])=[C:4]([N+:11]([O-:13])=[O:12])[CH:3]=1.C(Cl)(=O)C([Cl:17])=O. (2) Given the product [C:6]([O:5][CH2:4][CH3:3])(=[O:7])/[CH:8]=[CH:17]/[CH:18]=[CH:19]/[CH2:20][CH2:21][CH2:22][CH2:23][CH2:24][CH2:25][CH3:26], predict the reactants needed to synthesize it. The reactants are: [H-].[Na+].[CH3:3][CH2:4][O:5][C:6]([CH2:8]P(OCC)(OCC)=O)=[O:7].[CH:17](=O)/[CH:18]=[CH:19]/[CH2:20][CH2:21][CH2:22][CH2:23][CH2:24][CH2:25][CH3:26].O. (3) Given the product [CH:1]1([N:6]2[CH2:12][C:11]([F:14])([F:13])[C:10](=[O:15])[N:9]([CH3:16])[C:8]3[CH:17]=[N:18][C:19]([NH:21][C:22]4[CH:30]=[CH:29][C:25]([C:26]([NH:75][CH:76]5[CH2:81][CH2:80][N:79]([CH3:82])[CH2:78][CH2:77]5)=[O:28])=[CH:24][C:23]=4[CH3:31])=[N:20][C:7]2=3)[CH2:2][CH2:3][CH2:4][CH2:5]1, predict the reactants needed to synthesize it. The reactants are: [CH:1]1([N:6]2[CH2:12][C:11]([F:14])([F:13])[C:10](=[O:15])[N:9]([CH3:16])[C:8]3[CH:17]=[N:18][C:19]([NH:21][C:22]4[CH:30]=[CH:29][C:25]([C:26]([OH:28])=O)=[CH:24][C:23]=4[CH3:31])=[N:20][C:7]2=3)[CH2:5][CH2:4][CH2:3][CH2:2]1.ON1C2C=CC=CC=2N=N1.F[P-](F)(F)(F)(F)F.CN(C(N(C)C)=[N+]1C2C=CC=CC=2[N+]([O-])=N1)C.C(N(C(C)C)CC)(C)C.[NH2:75][CH:76]1[CH2:81][CH2:80][N:79]([CH3:82])[CH2:78][CH2:77]1. (4) Given the product [Cl:8][C:9]1[S:10][N:5]=[C:4]([CH:3]([CH3:7])[CH3:2])[N:6]=1, predict the reactants needed to synthesize it. The reactants are: Cl.[CH3:2][CH:3]([CH3:7])[C:4](=[NH:6])[NH2:5].[Cl:8][C:9](Cl)(Cl)[S:10]Cl.[OH-].[Na+].